Dataset: Retrosynthesis with 50K atom-mapped reactions and 10 reaction types from USPTO. Task: Predict the reactants needed to synthesize the given product. (1) Given the product COC(=O)c1sc(-c2ccc(OCc3ccccc3)c(C#N)c2)c(Br)c1F, predict the reactants needed to synthesize it. The reactants are: COC(=O)c1sc(Br)c(Br)c1F.N#Cc1cc(B(O)O)ccc1OCc1ccccc1. (2) Given the product FC(F)(F)c1onc(-c2ccccc2)c1-c1cn(-c2ccccc2)cn1, predict the reactants needed to synthesize it. The reactants are: FC(F)(F)c1onc(-c2ccccc2)c1-c1c[nH]cn1.OB(O)c1ccccc1. (3) Given the product O=[N+]([O-])c1ccc(N2CCSCC2)cc1, predict the reactants needed to synthesize it. The reactants are: C1CSCCN1.O=[N+]([O-])c1ccc(F)cc1. (4) The reactants are: CC(=O)CCOCc1ccccc1.OCCO. Given the product CC1(CCOCc2ccccc2)OCCO1, predict the reactants needed to synthesize it. (5) Given the product Clc1ccc2nc(Nc3ccc(Br)cc3)sc2c1, predict the reactants needed to synthesize it. The reactants are: Clc1ccc2nc(Cl)sc2c1.Nc1ccc(Br)cc1. (6) Given the product COC(=O)c1cc(I)c(O)c(C(C)(C)C)c1, predict the reactants needed to synthesize it. The reactants are: CC(C)(C)c1cc(C(=O)O)cc(I)c1O.CO.